The task is: Predict the product of the given reaction.. This data is from Forward reaction prediction with 1.9M reactions from USPTO patents (1976-2016). (1) Given the reactants CC(C)(C)C([NH:5][NH:6][C:7](=[O:15])[C:8]1[CH:13]=[CH:12][C:11]([I:14])=[CH:10][CH:9]=1)=O, predict the reaction product. The product is: [I:14][C:11]1[CH:12]=[CH:13][C:8]([C:7]([NH:6][NH2:5])=[O:15])=[CH:9][CH:10]=1. (2) The product is: [Cl:1][C:2]1[CH:7]=[CH:6][C:5]([CH2:8][O:9][C:15]2[CH:25]=[C:19]3[N:20]([CH3:24])[CH2:21][CH2:22][CH2:23][N:18]3[C:17](=[O:26])[N:16]=2)=[CH:4][C:3]=1[C:10]([F:11])([F:12])[F:13]. Given the reactants [Cl:1][C:2]1[CH:7]=[CH:6][C:5]([CH2:8][OH:9])=[CH:4][C:3]=1[C:10]([F:13])([F:12])[F:11].Cl[C:15]1[CH:25]=[C:19]2[N:20]([CH3:24])[CH2:21][CH2:22][CH2:23][N:18]2[C:17](=[O:26])[N:16]=1, predict the reaction product. (3) The product is: [N:9]1([CH:7]([C:5]2[S:6][C:2]([C:22]3[CH:23]=[CH:24][C:19]([C:17]([OH:18])=[O:16])=[CH:20][CH:21]=3)=[CH:3][CH:4]=2)[CH3:8])[CH2:14][CH2:13][O:12][CH2:11][CH2:10]1. Given the reactants Br[C:2]1[S:6][C:5]([CH:7]([N:9]2[CH2:14][CH2:13][O:12][CH2:11][CH2:10]2)[CH3:8])=[CH:4][CH:3]=1.C[O:16][C:17]([C:19]1[CH:24]=[CH:23][C:22](B(O)O)=[CH:21][CH:20]=1)=[O:18].C(=O)([O-])[O-].[Na+].[Na+].O, predict the reaction product. (4) Given the reactants [O:1]1[C:6]2[CH:7]=[CH:8][CH:9]=[CH:10][C:5]=2[O:4][CH2:3][C@@H:2]1[C:11]([N:13]1[CH2:18][CH2:17][CH2:16][C@@H:15]([C:19]2[CH:24]=[CH:23][CH:22]=[C:21]([F:25])[CH:20]=2)[CH2:14]1)=O, predict the reaction product. The product is: [O:1]1[C:6]2[CH:7]=[CH:8][CH:9]=[CH:10][C:5]=2[O:4][CH2:3][C@@H:2]1[CH2:11][N:13]1[CH2:18][CH2:17][CH2:16][C@@H:15]([C:19]2[CH:24]=[CH:23][CH:22]=[C:21]([F:25])[CH:20]=2)[CH2:14]1.